From a dataset of Forward reaction prediction with 1.9M reactions from USPTO patents (1976-2016). Predict the product of the given reaction. (1) Given the reactants [Cl:1][CH2:2][CH2:3][CH2:4][CH2:5][C:6]1([CH2:17][CH3:18])[C:14]2[C:9](=[CH:10][C:11]([F:15])=[CH:12][CH:13]=2)[NH:8][C:7]1=[O:16].[Cl:19][C:20]1[CH:21]=[C:22]([C:26]2[CH2:27][CH2:28][NH:29][CH2:30][CH:31]=2)[CH:23]=[CH:24][CH:25]=1, predict the reaction product. The product is: [ClH:1].[Cl:19][C:20]1[CH:21]=[C:22]([C:26]2[CH2:31][CH2:30][N:29]([CH2:2][CH2:3][CH2:4][CH2:5][C:6]3([CH2:17][CH3:18])[C:14]4[C:9](=[CH:10][C:11]([F:15])=[CH:12][CH:13]=4)[NH:8][C:7]3=[O:16])[CH2:28][CH:27]=2)[CH:23]=[CH:24][CH:25]=1. (2) Given the reactants [H-].[Al+3].[Li+].[H-].[H-].[H-].C[O:8][C:9](=O)[C:10]1[CH:15]=[CH:14][C:13]([CH2:16][O:17][CH3:18])=[N:12][C:11]=1[NH2:19].N, predict the reaction product. The product is: [NH2:19][C:11]1[C:10]([CH2:9][OH:8])=[CH:15][CH:14]=[C:13]([CH2:16][O:17][CH3:18])[N:12]=1. (3) Given the reactants C(OC(=O)[NH:7][CH2:8][CH2:9][O:10][C:11]1[CH:12]=[N:13][C:14]([Br:17])=[CH:15][CH:16]=1)(C)(C)C.[ClH:19], predict the reaction product. The product is: [ClH:19].[ClH:19].[Br:17][C:14]1[N:13]=[CH:12][C:11]([O:10][CH2:9][CH2:8][NH2:7])=[CH:16][CH:15]=1. (4) Given the reactants [OH:1][C:2]([C:5]1[O:9][N:8]=[C:7]([C:10]([OH:12])=O)[CH:6]=1)([CH3:4])[CH3:3].[NH2:13][C@@H:14]([CH3:31])[CH2:15][N:16]1[CH:20]=[CH:19][C:18]([C:21]2[CH:28]=[C:27]([F:29])[C:24]([C:25]#[N:26])=[C:23]([Cl:30])[CH:22]=2)=[N:17]1, predict the reaction product. The product is: [Cl:30][C:23]1[CH:22]=[C:21]([C:18]2[CH:19]=[CH:20][N:16]([CH2:15][C@@H:14]([NH:13][C:10]([C:7]3[CH:6]=[C:5]([C:2]([OH:1])([CH3:3])[CH3:4])[O:9][N:8]=3)=[O:12])[CH3:31])[N:17]=2)[CH:28]=[C:27]([F:29])[C:24]=1[C:25]#[N:26]. (5) Given the reactants [N:1]1[CH:6]=[CH:5][C:4]([NH2:7])=[N:3][CH:2]=1.[CH2:8]([NH:11][C:12]([C:14]1[CH:15]=[C:16]([CH:18]=[CH:19][CH:20]=1)[NH2:17])=[O:13])[CH2:9][CH3:10], predict the reaction product. The product is: [CH2:8]([NH:11][C:12]([C:14]1[CH:15]=[C:16]([NH:17][C:2]2[N:3]=[C:4]([NH2:7])[CH:5]=[CH:6][N:1]=2)[CH:18]=[CH:19][CH:20]=1)=[O:13])[CH2:9][CH3:10]. (6) Given the reactants [Br:1][C:2]1[C:3](=[O:29])[N:4]([C:19]2[CH:20]=[C:21]([CH:25]=[CH:26][C:27]=2[CH3:28])[C:22]([NH2:24])=O)[C:5]([CH3:18])=[CH:6][C:7]=1[O:8][CH2:9][C:10]1[CH:15]=[CH:14][C:13]([F:16])=[CH:12][C:11]=1[F:17].B.C1COCC1.[ClH:36], predict the reaction product. The product is: [ClH:36].[NH2:24][CH2:22][C:21]1[CH:25]=[CH:26][C:27]([CH3:28])=[C:19]([N:4]2[C:5]([CH3:18])=[CH:6][C:7]([O:8][CH2:9][C:10]3[CH:15]=[CH:14][C:13]([F:16])=[CH:12][C:11]=3[F:17])=[C:2]([Br:1])[C:3]2=[O:29])[CH:20]=1. (7) Given the reactants [CH3:1][O:2][C:3]1[CH:4]=[C:5]2[C:10](=[CH:11][C:12]=1[O:13][CH3:14])[C:9]([CH3:15])=[N:8][CH2:7][CH2:6]2.[Cl:16][C:17]1[CH:22]=[CH:21][CH:20]=[C:19]([F:23])[C:18]=1[CH2:24]Cl, predict the reaction product. The product is: [Cl:16][C:17]1[CH:22]=[CH:21][CH:20]=[C:19]([F:23])[C:18]=1[CH2:24][CH2:15][C@H:9]1[C:10]2[C:5](=[CH:4][C:3]([O:2][CH3:1])=[C:12]([O:13][CH3:14])[CH:11]=2)[CH2:6][CH2:7][NH:8]1. (8) The product is: [I-:32].[C:1]([CH2:3][NH:4][C:5]([C@@H:6]([O:11][C@H:12]([C:25]1[CH:30]=[CH:29][CH:28]=[CH:27][CH:26]=1)[C:13]1[CH:18]=[CH:17][C:16]([C:19]2[CH:20]=[N+:21]([CH3:34])[CH:22]=[CH:23][CH:24]=2)=[CH:15][CH:14]=1)[CH2:7][CH:8]([CH3:10])[CH3:9])=[O:31])#[N:2]. Given the reactants [C:1]([CH2:3][NH:4][C:5](=[O:31])[C@@H:6]([O:11][C@H:12]([C:25]1[CH:30]=[CH:29][CH:28]=[CH:27][CH:26]=1)[C:13]1[CH:18]=[CH:17][C:16]([C:19]2[CH:20]=[N:21][CH:22]=[CH:23][CH:24]=2)=[CH:15][CH:14]=1)[CH2:7][CH:8]([CH3:10])[CH3:9])#[N:2].[I-:32].[NH+]1C=CC=C[CH:34]=1, predict the reaction product. (9) Given the reactants [C:1]([C:5]1[CH:12]=[CH:11][C:8]([CH:9]=O)=[C:7]([OH:13])[CH:6]=1)([CH3:4])([CH3:3])[CH3:2].[CH2:14]([NH2:17])[CH2:15][CH3:16].C(O[BH-](OC(=O)C)OC(=O)C)(=O)C.[Na+], predict the reaction product. The product is: [C:1]([C:5]1[CH:12]=[CH:11][C:8]([CH2:9][NH:17][CH2:14][CH2:15][CH3:16])=[C:7]([OH:13])[CH:6]=1)([CH3:4])([CH3:3])[CH3:2].